This data is from Full USPTO retrosynthesis dataset with 1.9M reactions from patents (1976-2016). The task is: Predict the reactants needed to synthesize the given product. (1) Given the product [N+:21]([C:18]1[CH:17]=[N:16][C:15]([C:6]2[CH:7]=[CH:8][CH:9]=[CH:10][C:5]=2[C:3]([O:2][CH3:1])=[O:4])=[CH:20][CH:19]=1)([O-:23])=[O:22], predict the reactants needed to synthesize it. The reactants are: [CH3:1][O:2][C:3]([C:5]1[CH:10]=[CH:9][C:8](B(O)O)=[CH:7][CH:6]=1)=[O:4].Br[C:15]1[CH:20]=[CH:19][C:18]([N+:21]([O-:23])=[O:22])=[CH:17][N:16]=1. (2) Given the product [F:41][C:25]1[CH:24]=[C:23]([C:9]2[CH:10]=[N:11][N:12]([CH:14]([CH3:20])[C:15]([O:17][CH2:18][CH3:19])=[O:16])[CH:13]=2)[C:35]2[C:34]3[C:29](=[CH:30][CH:31]=[CH:32][CH:33]=3)[C@:28]([OH:36])([C:37]([F:39])([F:40])[F:38])[C:27]=2[CH:26]=1, predict the reactants needed to synthesize it. The reactants are: CC1(C)C(C)(C)OB([C:9]2[CH:10]=[N:11][N:12]([CH:14]([CH3:20])[C:15]([O:17][CH2:18][CH3:19])=[O:16])[CH:13]=2)O1.Cl[C:23]1[C:35]2[C:34]3[C:29](=[CH:30][CH:31]=[CH:32][CH:33]=3)[C@@:28]([C:37]([F:40])([F:39])[F:38])([OH:36])[C:27]=2[CH:26]=[C:25]([F:41])[CH:24]=1.C(=O)([O-])O.[Na+].C1(P(C2CCCCC2)C2C=CC=CC=2C2C(OC)=CC=CC=2OC)CCCCC1. (3) Given the product [NH2:1][CH2:4][C:5]1[CH:10]=[CH:9][C:8]([CH2:11][CH:12]([NH:14][C:15]2[N:20]=[C:19]([N:21]3[CH2:26][CH2:25][C:24](=[O:27])[N:23]4[CH2:28][CH:29]=[C:30]([C:32]5[CH:33]=[CH:34][CH:35]=[CH:36][CH:37]=5)[N:31]=[C:22]34)[CH:18]=[CH:17][N:16]=2)[CH3:13])=[CH:7][CH:6]=1, predict the reactants needed to synthesize it. The reactants are: [N:1]([CH2:4][C:5]1[CH:10]=[CH:9][C:8]([CH2:11][CH:12]([NH:14][C:15]2[N:20]=[C:19]([N:21]3[CH2:26][CH2:25][C:24](=[O:27])[N:23]4[CH2:28][CH:29]=[C:30]([C:32]5[CH:37]=[CH:36][CH:35]=[CH:34][CH:33]=5)[N:31]=[C:22]34)[CH:18]=[CH:17][N:16]=2)[CH3:13])=[CH:7][CH:6]=1)=[N+]=[N-].C1CC=CCC=1. (4) Given the product [CH3:1][O:2][C:3](=[O:19])[C:4]1[CH:9]=[C:8]([C:24]2[CH:25]=[CH:26][C:21]([Cl:20])=[CH:22][CH:23]=2)[C:7]([O:11][CH2:12][C:13]2[N:14]([CH3:18])[CH:15]=[CH:16][N:17]=2)=[N:6][CH:5]=1, predict the reactants needed to synthesize it. The reactants are: [CH3:1][O:2][C:3](=[O:19])[C:4]1[CH:9]=[C:8](Br)[C:7]([O:11][CH2:12][C:13]2[N:14]([CH3:18])[CH:15]=[CH:16][N:17]=2)=[N:6][CH:5]=1.[Cl:20][C:21]1[CH:26]=[CH:25][C:24](B(O)O)=[CH:23][CH:22]=1.C(=O)([O-])[O-].[Na+].[Na+]. (5) Given the product [O:12]=[C:11]1[C:19]2[C:14](=[CH:15][CH:16]=[CH:17][CH:18]=2)[C:13](=[O:20])[N:1]1[CH:2]([C:7]([F:10])([F:9])[F:8])[CH2:3][C:4]([NH2:23])=[O:5], predict the reactants needed to synthesize it. The reactants are: [NH2:1][CH:2]([C:7]([F:10])([F:9])[F:8])[CH2:3][C:4](O)=[O:5].[C:11]1(=O)[C:19]2[C:14](=[CH:15][CH:16]=[CH:17][CH:18]=2)[C:13](=[O:20])[O:12]1.C[N:23](C=O)C. (6) Given the product [C:1]([O:5][C:6](=[O:7])[N:62]([CH2:63][CH2:64][CH2:65][C:66](=[O:82])[NH:16][C:17]1[CH:22]=[CH:21][CH:20]=[C:19]([CH2:23][CH2:24][N:25]([CH2:55][C:56]2[CH:61]=[CH:60][CH:59]=[CH:58][CH:57]=2)[CH2:26][C@@H:27]([C:36]2[CH:45]=[CH:44][C:43]([O:46][CH2:47][C:48]3[CH:53]=[CH:52][CH:51]=[CH:50][CH:49]=3)=[C:42]3[C:37]=2[CH:38]=[CH:39][C:40](=[O:54])[NH:41]3)[O:28][Si:29]([C:32]([CH3:33])([CH3:35])[CH3:34])([CH3:30])[CH3:31])[CH:18]=1)[CH3:67])([CH3:4])([CH3:3])[CH3:2], predict the reactants needed to synthesize it. The reactants are: [C:1]([O:5][C:6](CNCCCC(O)=O)=[O:7])([CH3:4])([CH3:3])[CH3:2].[NH2:16][C:17]1[CH:18]=[C:19]([CH2:23][CH2:24][N:25]([CH2:55][C:56]2[CH:61]=[CH:60][CH:59]=[CH:58][CH:57]=2)[CH2:26][C@@H:27]([C:36]2[CH:45]=[CH:44][C:43]([O:46][CH2:47][C:48]3[CH:53]=[CH:52][CH:51]=[CH:50][CH:49]=3)=[C:42]3[C:37]=2[CH:38]=[CH:39][C:40](=[O:54])[NH:41]3)[O:28][Si:29]([C:32]([CH3:35])([CH3:34])[CH3:33])([CH3:31])[CH3:30])[CH:20]=[CH:21][CH:22]=1.[N:62]1[C:67](C)=[CH:66][CH:65]=[CH:64][C:63]=1C.Cl.CN(C)CCCN=C=NCC.[OH:82]N1C2N=CC=CC=2N=N1. (7) Given the product [OH:3][C:4]([C:7]1[N:8]=[C:9]([CH2:17][CH2:18][CH3:19])[NH:10][C:11]=1[C:12]([OH:14])=[O:13])([CH3:6])[CH3:5], predict the reactants needed to synthesize it. The reactants are: [OH-].[Na+].[OH:3][C:4]([C:7]1[N:8]=[C:9]([CH2:17][CH2:18][CH3:19])[NH:10][C:11]=1[C:12]([O:14]CC)=[O:13])([CH3:6])[CH3:5].Cl. (8) The reactants are: [NH2:1][CH2:2][C@@H:3]([N:5]1[CH:9]=[CH:8][C:7]([C:10]2[CH:17]=[CH:16][C:13]([C:14]#[N:15])=[C:12]([Cl:18])[C:11]=2[CH3:19])=[N:6]1)[CH3:4].[C:20]([C:23]1[O:24][CH:25]=[C:26]([C:28](O)=[O:29])[N:27]=1)(=[O:22])[CH3:21]. Given the product [C:20]([C:23]1[O:24][CH:25]=[C:26]([C:28]([NH:1][CH2:2][C@@H:3]([N:5]2[CH:9]=[CH:8][C:7]([C:10]3[CH:17]=[CH:16][C:13]([C:14]#[N:15])=[C:12]([Cl:18])[C:11]=3[CH3:19])=[N:6]2)[CH3:4])=[O:29])[N:27]=1)(=[O:22])[CH3:21], predict the reactants needed to synthesize it. (9) Given the product [S:1]1[CH:5]=[C:4]([NH:6][C:7](=[O:8])[NH:9][C:10]2[C:11]([F:31])=[CH:12][C:13]([CH3:30])=[C:14]([C:16]3[C:17](=[O:29])[N:18]([CH2:27][CH3:28])[C:19]4[C:24]([CH:25]=3)=[CH:23][N:22]=[C:21]([NH:46][C:44](=[O:45])[N:43]([CH3:47])[CH3:42])[CH:20]=4)[CH:15]=2)[C:3]2[CH:32]=[CH:33][CH:34]=[CH:35][C:2]1=2, predict the reactants needed to synthesize it. The reactants are: [S:1]1[CH:5]=[C:4]([NH:6][C:7]([NH:9][C:10]2[CH:15]=[C:14]([C:16]3[C:17](=[O:29])[N:18]([CH2:27][CH3:28])[C:19]4[C:24]([CH:25]=3)=[CH:23][N:22]=[C:21](Cl)[CH:20]=4)[C:13]([CH3:30])=[CH:12][C:11]=2[F:31])=[O:8])[C:3]2[CH:32]=[CH:33][CH:34]=[CH:35][C:2]1=2.C([O-])([O-])=O.[Cs+].[Cs+].[CH3:42][N:43]([CH3:47])[C:44]([NH2:46])=[O:45].CC1(C)C2C(=C(P(C3C=CC=CC=3)C3C=CC=CC=3)C=CC=2)OC2C(P(C3C=CC=CC=3)C3C=CC=CC=3)=CC=CC1=2. (10) Given the product [NH:19]1[CH2:20][CH2:21][CH:16]([C:14]([C:13]2[CH:12]=[N:11][C:10]([C:9]([F:32])([F:8])[F:31])=[CH:30][CH:29]=2)=[O:15])[CH2:17][CH2:18]1, predict the reactants needed to synthesize it. The reactants are: C(O)(C(F)(F)F)=O.[F:8][C:9]([F:32])([F:31])[C:10]1[CH:30]=[CH:29][C:13]([C:14]([CH:16]2[CH2:21][CH2:20][N:19](C(OC(C)(C)C)=O)[CH2:18][CH2:17]2)=[O:15])=[CH:12][N:11]=1.